From a dataset of Reaction yield outcomes from USPTO patents with 853,638 reactions. Predict the reaction yield, written as a fraction of the theoretical maximum amount of product (1.0 means a 100% yield; for example, 0.34 means a 34% yield). (1) The reactants are [F:1][C:2]1[CH:3]=[CH:4][C:5]([N:13]2[CH2:18][CH2:17][N:16]([CH2:19][CH2:20][C:21]3[CH:22]=[C:23]([CH:25]=[CH:26][CH:27]=3)[NH2:24])[CH2:15][CH2:14]2)=[C:6]2[C:11]=1[N:10]=[C:9]([CH3:12])[CH:8]=[CH:7]2.[C:28](Cl)(=[O:30])[CH3:29]. No catalyst specified. The product is [F:1][C:2]1[CH:3]=[CH:4][C:5]([N:13]2[CH2:14][CH2:15][N:16]([CH2:19][CH2:20][C:21]3[CH:22]=[C:23]([NH:24][C:28](=[O:30])[CH3:29])[CH:25]=[CH:26][CH:27]=3)[CH2:17][CH2:18]2)=[C:6]2[C:11]=1[N:10]=[C:9]([CH3:12])[CH:8]=[CH:7]2. The yield is 0.260. (2) The reactants are [CH2:1]([CH:8]([CH2:12][CH2:13][CH2:14][CH2:15][CH2:16][CH2:17][CH2:18][CH2:19][CH3:20])[C:9](O)=[O:10])[CH2:2][CH2:3][CH2:4][CH2:5][CH2:6][CH3:7].CN(C=O)C.C(Cl)(=O)C([Cl:29])=O. The catalyst is ClCCl. The product is [CH2:1]([CH:8]([CH2:12][CH2:13][CH2:14][CH2:15][CH2:16][CH2:17][CH2:18][CH2:19][CH3:20])[C:9]([Cl:29])=[O:10])[CH2:2][CH2:3][CH2:4][CH2:5][CH2:6][CH3:7]. The yield is 0.970.